This data is from Forward reaction prediction with 1.9M reactions from USPTO patents (1976-2016). The task is: Predict the product of the given reaction. (1) Given the reactants [CH:1]([C:4]1[CH:10]=[CH:9][C:7]([NH2:8])=[CH:6][CH:5]=1)([CH3:3])[CH3:2].[O:11]1[CH2:16][CH2:15][C:14](=O)[CH2:13][CH2:12]1.CC(O)=O.C(O[BH-](OC(=O)C)OC(=O)C)(=O)C.[Na+], predict the reaction product. The product is: [CH:1]([C:4]1[CH:10]=[CH:9][C:7]([NH:8][CH:14]2[CH2:15][CH2:16][O:11][CH2:12][CH2:13]2)=[CH:6][CH:5]=1)([CH3:3])[CH3:2]. (2) Given the reactants CS(O[C@H:6]([C@H:8]1[CH2:12][O:11][C:10](=[O:13])[N:9]1[C:14]1[CH:19]=[CH:18][N:17]=[C:16]([NH:20][C@H:21]([C:23]2[S:27][C:26]([C:28]3[CH:33]=[CH:32][C:31]([Cl:34])=[CH:30][CH:29]=3)=[N:25][CH:24]=2)[CH3:22])[N:15]=1)[CH3:7])(=O)=O.[N-:35]=[N+:36]=[N-:37].[Na+], predict the reaction product. The product is: [N:35]([C@@H:6]([C@H:8]1[CH2:12][O:11][C:10](=[O:13])[N:9]1[C:14]1[CH:19]=[CH:18][N:17]=[C:16]([NH:20][C@H:21]([C:23]2[S:27][C:26]([C:28]3[CH:33]=[CH:32][C:31]([Cl:34])=[CH:30][CH:29]=3)=[N:25][CH:24]=2)[CH3:22])[N:15]=1)[CH3:7])=[N+:36]=[N-:37]. (3) Given the reactants C[Al](C)C.[C:5]([C:9]1[CH:13]=[C:12]([NH2:14])[N:11]([C:15]2[CH:20]=[CH:19][CH:18]=[CH:17][CH:16]=2)[N:10]=1)([CH3:8])([CH3:7])[CH3:6].[O:21]=[C:22]1[NH:41][C:25]2=[N:26][CH:27]=[CH:28][C:29]([O:30][C:31]3[CH:32]=[C:33]([CH:38]=[CH:39][CH:40]=3)[C:34](OC)=[O:35])=[C:24]2[NH:23]1, predict the reaction product. The product is: [C:5]([C:9]1[CH:13]=[C:12]([NH:14][C:34](=[O:35])[C:33]2[CH:38]=[CH:39][CH:40]=[C:31]([O:30][C:29]3[CH:28]=[CH:27][N:26]=[C:25]4[NH:41][C:22](=[O:21])[NH:23][C:24]=34)[CH:32]=2)[N:11]([C:15]2[CH:20]=[CH:19][CH:18]=[CH:17][CH:16]=2)[N:10]=1)([CH3:8])([CH3:6])[CH3:7]. (4) Given the reactants [N:1]1([CH2:10][C:11]2[CH:16]=[CH:15][C:14]([OH:17])=[C:13]([N+:18]([O-:20])=[O:19])[CH:12]=2)[C:9]2[C:4](=[CH:5][CH:6]=[CH:7][CH:8]=2)[CH:3]=[N:2]1.C1(O)C=CC=CC=1.[CH3:28][O:29][C:30](=[O:34])[CH:31](Br)[CH3:32], predict the reaction product. The product is: [N:1]1([CH2:10][C:11]2[CH:16]=[CH:15][C:14]([O:17][CH:31]([CH3:32])[C:30]([O:29][CH3:28])=[O:34])=[C:13]([N+:18]([O-:20])=[O:19])[CH:12]=2)[C:9]2[C:4](=[CH:5][CH:6]=[CH:7][CH:8]=2)[CH:3]=[N:2]1. (5) Given the reactants CS(O[CH2:6][CH2:7]/[CH:8]=[CH:9]/[CH2:10][C:11]([NH:13][C:14]1[CH:19]=[CH:18][CH:17]=[CH:16][C:15]=1[NH:20][C:21]([O:23][C:24]([CH3:27])([CH3:26])[CH3:25])=[O:22])=[O:12])(=O)=O.[NH3:28].O.O, predict the reaction product. The product is: [NH2:28][CH2:6][CH2:7]/[CH:8]=[CH:9]/[CH2:10][C:11]([NH:13][C:14]1[CH:19]=[CH:18][CH:17]=[CH:16][C:15]=1[NH:20][C:21](=[O:22])[O:23][C:24]([CH3:27])([CH3:26])[CH3:25])=[O:12]. (6) Given the reactants [CH2:1]([N:8]1[CH2:17][CH2:16][C:15]2[C:14](Cl)=[N:13][CH:12]=[N:11][C:10]=2[CH2:9]1)[C:2]1[CH:7]=[CH:6][CH:5]=[CH:4][CH:3]=1.C([Sn](CCCC)(CCCC)[C:24]1[CH:29]=[CH:28][CH:27]=[CH:26][N:25]=1)CCC.O1C=CC=C1P(C1OC=CC=1)C1OC=CC=1, predict the reaction product. The product is: [CH2:1]([N:8]1[CH2:17][CH2:16][C:15]2[C:14]([C:24]3[CH:29]=[CH:28][CH:27]=[CH:26][N:25]=3)=[N:13][CH:12]=[N:11][C:10]=2[CH2:9]1)[C:2]1[CH:7]=[CH:6][CH:5]=[CH:4][CH:3]=1. (7) The product is: [N+:24]([C:27]1[CH:32]=[CH:31][C:30]([NH:33][CH:34]2[CH2:35][CH2:36][CH:37]([O:40][CH2:41][C:42]([N:44]3[CH2:49][CH2:48][N:47]([CH2:2][C:3]4[CH:4]=[N:5][C:6]5[C:11]([CH:12]=4)=[CH:10][CH:9]=[C:8]([C:13]([F:16])([F:15])[F:14])[CH:7]=5)[CH2:46][CH2:45]3)=[O:43])[CH2:38][CH2:39]2)=[CH:29][C:28]=1[C:50]([F:53])([F:52])[F:51])([O-:26])=[O:25]. Given the reactants Cl[CH2:2][C:3]1[CH:4]=[N:5][C:6]2[C:11]([CH:12]=1)=[CH:10][CH:9]=[C:8]([C:13]([F:16])([F:15])[F:14])[CH:7]=2.C(=O)([O-])[O-].[K+].[K+].Cl.[N+:24]([C:27]1[CH:32]=[CH:31][C:30]([NH:33][CH:34]2[CH2:39][CH2:38][CH:37]([O:40][CH2:41][C:42]([N:44]3[CH2:49][CH2:48][NH:47][CH2:46][CH2:45]3)=[O:43])[CH2:36][CH2:35]2)=[CH:29][C:28]=1[C:50]([F:53])([F:52])[F:51])([O-:26])=[O:25], predict the reaction product.